Task: Predict the reactants needed to synthesize the given product.. Dataset: Full USPTO retrosynthesis dataset with 1.9M reactions from patents (1976-2016) (1) Given the product [NH:43]1[C:51]2[C:46](=[CH:47][CH:48]=[CH:49][CH:50]=2)[CH:45]=[C:44]1[CH2:52][NH:53][C:38]([C:35]1([C:41]#[N:42])[CH2:34][CH2:33][N:32]([C:30]([O:29][C:25]([CH3:26])([CH3:27])[CH3:28])=[O:31])[CH2:37][CH2:36]1)=[O:40], predict the reactants needed to synthesize it. The reactants are: CN(C(ON1N=NC2C=CC=NC1=2)=[N+](C)C)C.F[P-](F)(F)(F)(F)F.[C:25]([O:29][C:30]([N:32]1[CH2:37][CH2:36][C:35]([C:41]#[N:42])([C:38]([OH:40])=O)[CH2:34][CH2:33]1)=[O:31])([CH3:28])([CH3:27])[CH3:26].[NH:43]1[C:51]2[C:46](=[CH:47][CH:48]=[CH:49][CH:50]=2)[CH:45]=[C:44]1[CH2:52][NH2:53].CCN(C(C)C)C(C)C. (2) Given the product [F:17][C:7]1[C:8]2[C:13](=[CH:12][CH:11]=[CH:10][CH:9]=2)[CH:14]=[C:15]([Cl:16])[C:6]=1[NH2:5], predict the reactants needed to synthesize it. The reactants are: C(OC(=O)[NH:5][C:6]1[C:15]([Cl:16])=[CH:14][C:13]2[C:8](=[CH:9][CH:10]=[CH:11][CH:12]=2)[C:7]=1[F:17])C.O[Li].O. (3) The reactants are: Cl.[O:2]1[C:6]2[CH:7]=[CH:8][CH:9]=[C:10]([CH:11]3[CH2:16][CH2:15][N:14]([CH2:17][CH2:18][C@H:19]4[CH2:24][CH2:23][C@H:22]([NH2:25])[CH2:21][CH2:20]4)[CH2:13][CH2:12]3)[C:5]=2[O:4][CH2:3]1.[O:26]1[CH2:30][CH2:29][CH:28]([C:31](O)=[O:32])[CH2:27]1. Given the product [O:2]1[C:6]2[CH:7]=[CH:8][CH:9]=[C:10]([CH:11]3[CH2:16][CH2:15][N:14]([CH2:17][CH2:18][C@H:19]4[CH2:20][CH2:21][C@H:22]([NH:25][C:31]([CH:28]5[CH2:29][CH2:30][O:26][CH2:27]5)=[O:32])[CH2:23][CH2:24]4)[CH2:13][CH2:12]3)[C:5]=2[O:4][CH2:3]1, predict the reactants needed to synthesize it. (4) Given the product [Cl:15][CH2:9][C:6]1[CH:5]=[CH:4][C:3]([C:2]([F:12])([F:11])[F:1])=[N:8][CH:7]=1, predict the reactants needed to synthesize it. The reactants are: [F:1][C:2]([F:12])([F:11])[C:3]1[N:8]=[CH:7][C:6]([CH2:9]O)=[CH:5][CH:4]=1.O=P(Cl)(Cl)[Cl:15].O. (5) Given the product [NH:37]1[C:38]2[C:34](=[CH:33][C:32]([NH:31][C:29]3[C:28]4[C:23](=[CH:24][CH:25]=[CH:26][CH:27]=4)[N:22]=[C:21]([C:17]4[CH:16]=[C:15]([NH:14][C:12](=[O:13])[CH2:11][CH2:10][N:7]5[CH2:6][CH2:5][N:4]([CH:1]([CH3:2])[CH3:3])[CH2:9][CH2:8]5)[CH:20]=[CH:19][CH:18]=4)[N:30]=3)=[CH:40][CH:39]=2)[CH:35]=[N:36]1, predict the reactants needed to synthesize it. The reactants are: [CH:1]([N:4]1[CH2:9][CH2:8][N:7]([CH2:10][CH2:11][C:12]([NH:14][C:15]2[CH:16]=[C:17]([C:21]3[N:30]=[C:29]([NH:31][C:32]4[CH:33]=[C:34]5[C:38](=[CH:39][CH:40]=4)[N:37](C(OC(C)(C)C)=O)[N:36]=[CH:35]5)[C:28]4[C:23](=[CH:24][CH:25]=[CH:26][CH:27]=4)[N:22]=3)[CH:18]=[CH:19][CH:20]=2)=[O:13])[CH2:6][CH2:5]1)([CH3:3])[CH3:2].C(O)(C(F)(F)F)=O. (6) Given the product [Cl:1][C:2]1[N:11]=[CH:10][CH:9]=[C:8]2[C:3]=1[CH:4]=[C:5]([C:20]1[CH:25]=[CH:24][CH:23]=[CH:22][CH:21]=1)[C:6]([C:12]1[CH:19]=[CH:18][C:15]([CH2:16][N:26]3[CH2:27][CH2:28][CH:29]([C:32]4[NH:36][C:35]([C:37]5[N:42]=[CH:41][CH:40]=[CH:39][N:38]=5)=[N:34][N:33]=4)[CH2:30][CH2:31]3)=[CH:14][CH:13]=1)=[N:7]2, predict the reactants needed to synthesize it. The reactants are: [Cl:1][C:2]1[N:11]=[CH:10][CH:9]=[C:8]2[C:3]=1[CH:4]=[C:5]([C:20]1[CH:25]=[CH:24][CH:23]=[CH:22][CH:21]=1)[C:6]([C:12]1[CH:19]=[CH:18][C:15]([CH:16]=O)=[CH:14][CH:13]=1)=[N:7]2.[NH:26]1[CH2:31][CH2:30][CH:29]([C:32]2[N:36]=[C:35]([C:37]3[N:42]=[CH:41][CH:40]=[CH:39][N:38]=3)[NH:34][N:33]=2)[CH2:28][CH2:27]1.C(N(CC)CC)C.C(O)(=O)C.C(O[BH-](OC(=O)C)OC(=O)C)(=O)C.[Na+]. (7) Given the product [CH3:1][O:2][C:3]([C:5]1[CH:10]=[CH:9][C:8]([C:11]2[C:12]([CH3:50])([CH3:49])[C@H:13]3[C@:26]([CH3:29])([CH2:27][CH:28]=2)[C@@H:25]2[C@:16]([CH3:48])([C@@:17]4([CH3:47])[C@H:22]([CH2:23][CH2:24]2)[C@H:21]2[C@H:30]([C:33]5([CH3:36])[CH2:35][CH2:34]5)[CH2:31][CH2:32][C@:20]2([C:37]([O:39][Si:62]([C:58]([CH3:61])([CH3:60])[CH3:59])([CH3:64])[CH3:63])=[O:38])[CH2:19][CH2:18]4)[CH2:15][CH2:14]3)=[CH:7][CH:6]=1)=[O:4], predict the reactants needed to synthesize it. The reactants are: [CH3:1][O:2][C:3]([C:5]1[CH:10]=[CH:9][C:8]([C:11]2[C:12]([CH3:50])([CH3:49])[C@H:13]3[C@:26]([CH3:29])([CH2:27][CH:28]=2)[C@@H:25]2[C@:16]([CH3:48])([C@@:17]4([CH3:47])[C@H:22]([CH2:23][CH2:24]2)[C@H:21]2[C@H:30]([C:33]5([CH3:36])[CH2:35][CH2:34]5)[CH2:31][CH2:32][C@:20]2([C:37]([O:39]CC2C=CC=CC=2)=[O:38])[CH2:19][CH2:18]4)[CH2:15][CH2:14]3)=[CH:7][CH:6]=1)=[O:4].C(N(CC)CC)C.[C:58]([SiH:62]([CH3:64])[CH3:63])([CH3:61])([CH3:60])[CH3:59].CCOC(C)=O.